Dataset: Reaction yield outcomes from USPTO patents with 853,638 reactions. Task: Predict the reaction yield, written as a fraction of the theoretical maximum amount of product (1.0 means a 100% yield; for example, 0.34 means a 34% yield). (1) The reactants are [F:1][C:2]1[C:3]([N+:16]([O-])=O)=[CH:4][C:5]([O:14][CH3:15])=[C:6]([N:8]2[CH:12]=[N:11][C:10]([CH3:13])=[N:9]2)[CH:7]=1. The catalyst is [Pd].CO. The product is [F:1][C:2]1[CH:7]=[C:6]([N:8]2[CH:12]=[N:11][C:10]([CH3:13])=[N:9]2)[C:5]([O:14][CH3:15])=[CH:4][C:3]=1[NH2:16]. The yield is 0.960. (2) The catalyst is CS(C)=O.CN(C)C=O. The reactants are [NH2:1][CH2:2][C:3]1[CH:4]=[C:5]2[C:9](=[CH:10][CH:11]=1)[C:8](=[O:12])[N:7]([CH:13]1[CH2:18][CH2:17][C:16](=[O:19])[NH:15][C:14]1=[O:20])[CH2:6]2.S(O)(=O)(=O)C.[F:26][C:27]([F:41])([C:31]1[C:36]([C:37]([F:40])([F:39])[F:38])=[CH:35][CH:34]=[CH:33][N:32]=1)[C:28](O)=[O:29].C(N(C(C)C)CC)(C)C.F[P-](F)(F)(F)(F)F.CN(C(N(C)C)=[N+]1C2C(=NC=CC=2)[N+]([O-])=N1)C. The yield is 0.491. The product is [O:20]=[C:14]1[CH:13]([N:7]2[CH2:6][C:5]3[C:9](=[CH:10][CH:11]=[C:3]([CH2:2][NH:1][C:28](=[O:29])[C:27]([F:41])([F:26])[C:31]4[C:36]([C:37]([F:38])([F:39])[F:40])=[CH:35][CH:34]=[CH:33][N:32]=4)[CH:4]=3)[C:8]2=[O:12])[CH2:18][CH2:17][C:16](=[O:19])[NH:15]1. (3) The product is [NH:1]([C:17]([O:19][C:20]([CH3:23])([CH3:22])[CH3:21])=[O:18])[C@@H:2]([C:14]([O:16][N:25]1[C:33](=[O:35])[CH2:34][CH2:29][C:30]1=[O:31])=[O:15])[CH2:3][C:4]1[CH:13]=[C:12]2[C:7]([CH:8]=[CH:9][CH:10]=[CH:11]2)=[CH:6][CH:5]=1. The reactants are [NH:1]([C:17]([O:19][C:20]([CH3:23])([CH3:22])[CH3:21])=[O:18])[C@@H:2]([C:14]([OH:16])=[O:15])[CH2:3][C:4]1[CH:13]=[C:12]2[C:7]([CH:8]=[CH:9][CH:10]=[CH:11]2)=[CH:6][CH:5]=1.C[N:25]1[CH2:30][CH2:29]OCC1.[OH2:31].C[CH:33]([OH:35])[CH3:34]. The yield is 0.900. No catalyst specified. (4) The reactants are [NH2:1][C@@H:2]([CH2:15][CH:16]1[CH2:21][CH2:20][CH2:19][CH2:18][CH2:17]1)[CH2:3][N:4]1[C:12](=[O:13])[C:11]2[C:6](=[CH:7][CH:8]=[CH:9][CH:10]=2)[C:5]1=[O:14].[Br:22][C:23]1[CH:32]=[CH:31][C:26]([C:27](OC)=[O:28])=[C:25]([CH2:33]Br)[CH:24]=1.C(N(CC)C(C)C)(C)C.C(O)CCC. No catalyst specified. The product is [Br:22][C:23]1[CH:24]=[C:25]2[C:26](=[CH:31][CH:32]=1)[C:27](=[O:28])[N:1]([C@@H:2]([CH2:15][CH:16]1[CH2:21][CH2:20][CH2:19][CH2:18][CH2:17]1)[CH2:3][N:4]1[C:5](=[O:14])[C:6]3[C:11](=[CH:10][CH:9]=[CH:8][CH:7]=3)[C:12]1=[O:13])[CH2:33]2. The yield is 0.540. (5) The reactants are [Br:1][C:2]1[CH:3]=[C:4]([S:8](Cl)(=[O:10])=[O:9])[CH:5]=[CH:6][CH:7]=1.[NH:12]([CH2:16][CH2:17][OH:18])[CH2:13][CH2:14][OH:15]. The catalyst is O1CCOCC1. The product is [Br:1][C:2]1[CH:3]=[C:4]([S:8]([N:12]([CH2:16][CH2:17][OH:18])[CH2:13][CH2:14][OH:15])(=[O:10])=[O:9])[CH:5]=[CH:6][CH:7]=1. The yield is 0.880.